Dataset: Peptide-MHC class I binding affinity with 185,985 pairs from IEDB/IMGT. Task: Regression. Given a peptide amino acid sequence and an MHC pseudo amino acid sequence, predict their binding affinity value. This is MHC class I binding data. (1) The binding affinity (normalized) is 0.530. The MHC is HLA-B15:01 with pseudo-sequence HLA-B15:01. The peptide sequence is GMFGGCFAA. (2) The peptide sequence is VLLPFYETL. The MHC is HLA-A02:06 with pseudo-sequence HLA-A02:06. The binding affinity (normalized) is 0.502. (3) The MHC is HLA-B53:01 with pseudo-sequence HLA-B53:01. The binding affinity (normalized) is 0.00358. The peptide sequence is FKVRPQVPL. (4) The peptide sequence is PTDYMSSKL. The MHC is HLA-B08:01 with pseudo-sequence HLA-B08:01. The binding affinity (normalized) is 0.0847. (5) The peptide sequence is WYNSPSQPL. The MHC is H-2-Kd with pseudo-sequence H-2-Kd. The binding affinity (normalized) is 0.751. (6) The peptide sequence is ALISFLLL. The MHC is H-2-Kb with pseudo-sequence H-2-Kb. The binding affinity (normalized) is 0.429. (7) The peptide sequence is VTLDFTKFH. The MHC is HLA-A33:01 with pseudo-sequence HLA-A33:01. The binding affinity (normalized) is 0.